From a dataset of Full USPTO retrosynthesis dataset with 1.9M reactions from patents (1976-2016). Predict the reactants needed to synthesize the given product. Given the product [N:20]1([S:17]([C:13]2[CH:12]=[C:11]3[C:16](=[CH:15][CH:14]=2)[NH:8][C:9]([C:37]2[C:38](=[O:47])[NH:39][C:40]4[C:45]([CH:46]=2)=[CH:44][CH:43]=[CH:42][CH:41]=4)=[CH:10]3)(=[O:19])=[O:18])[CH2:25][CH2:24][NH:23][CH2:22][CH2:21]1, predict the reactants needed to synthesize it. The reactants are: C(OC([N:8]1[C:16]2[C:11](=[CH:12][C:13]([S:17]([N:20]3[CH2:25][CH2:24][N:23](C(OC(C)(C)C)=O)[CH2:22][CH2:21]3)(=[O:19])=[O:18])=[CH:14][CH:15]=2)[CH:10]=[C:9]1B(O)O)=O)(C)(C)C.I[C:37]1[C:38](=[O:47])[NH:39][C:40]2[C:45]([CH:46]=1)=[CH:44][CH:43]=[CH:42][CH:41]=2.[Cl-].[Li+].C(=O)([O-])[O-].[Na+].[Na+].